Dataset: Forward reaction prediction with 1.9M reactions from USPTO patents (1976-2016). Task: Predict the product of the given reaction. (1) Given the reactants CS[C:3]1[CH:8]=[C:7]([C:9]2[N:10]([C:14]([F:17])([F:16])[F:15])[N:11]=[N:12][CH:13]=2)[C:6]([F:18])=[CH:5][C:4]=1[Cl:19].ClC1C=C(F)C(C2N(C(F)(F)F)N=NC=2)=CC=1S, predict the reaction product. The product is: [Cl:19][C:4]1[CH:5]=[C:6]([F:18])[C:7]([C:9]2[N:10]([C:14]([F:16])([F:17])[F:15])[N:11]=[N:12][CH:13]=2)=[CH:8][CH:3]=1. (2) Given the reactants CO.Cl[C:4]1[C:9]([N+:10]([O-:12])=[O:11])=[CH:8][CH:7]=[C:6]([Cl:13])[N:5]=1.C(N(CC)CC)C.[CH2:21]([C:25]1[CH:31]=[CH:30][C:28]([NH2:29])=[CH:27][CH:26]=1)[CH2:22][CH2:23][CH3:24], predict the reaction product. The product is: [CH2:21]([C:25]1[CH:26]=[CH:27][C:28]([NH:29][C:4]2[C:9]([N+:10]([O-:12])=[O:11])=[CH:8][CH:7]=[C:6]([Cl:13])[N:5]=2)=[CH:30][CH:31]=1)[CH2:22][CH2:23][CH3:24].